This data is from Peptide-MHC class II binding affinity with 134,281 pairs from IEDB. The task is: Regression. Given a peptide amino acid sequence and an MHC pseudo amino acid sequence, predict their binding affinity value. This is MHC class II binding data. (1) The peptide sequence is AAATAGHTVYGAFAA. The MHC is HLA-DPA10103-DPB10601 with pseudo-sequence HLA-DPA10103-DPB10601. The binding affinity (normalized) is 0.0811. (2) The peptide sequence is NGVVVNKKKREKDSP. The MHC is DRB1_0101 with pseudo-sequence DRB1_0101. The binding affinity (normalized) is 0.0694.